Dataset: Peptide-MHC class I binding affinity with 185,985 pairs from IEDB/IMGT. Task: Regression. Given a peptide amino acid sequence and an MHC pseudo amino acid sequence, predict their binding affinity value. This is MHC class I binding data. (1) The peptide sequence is RSLYNTVATLY. The MHC is HLA-A26:03 with pseudo-sequence HLA-A26:03. The binding affinity (normalized) is 0.0847. (2) The peptide sequence is HIVGKSCPK. The MHC is HLA-A68:01 with pseudo-sequence HLA-A68:01. The binding affinity (normalized) is 0.0581. (3) The peptide sequence is MIFISSFLL. The MHC is HLA-A02:03 with pseudo-sequence HLA-A02:03. The binding affinity (normalized) is 0.618. (4) The binding affinity (normalized) is 0.0847. The peptide sequence is LPSCPTNFCIF. The MHC is HLA-A31:01 with pseudo-sequence HLA-A31:01. (5) The peptide sequence is GTEKLTITY. The MHC is HLA-A02:01 with pseudo-sequence HLA-A02:01. The binding affinity (normalized) is 0.0847. (6) The peptide sequence is RGPRLGVRAT. The MHC is Mamu-A01 with pseudo-sequence Mamu-A01. The binding affinity (normalized) is 0.